This data is from Full USPTO retrosynthesis dataset with 1.9M reactions from patents (1976-2016). The task is: Predict the reactants needed to synthesize the given product. Given the product [CH3:1][Si:2]([CH3:30])([CH3:29])[C:3]1[CH:4]=[C:5]([C:6]([NH:8][C:9]2[N:14]=[CH:13][C:12](/[CH:15]=[CH:16]/[C:17]([O:19][CH2:20][CH3:21])=[O:18])=[CH:11][CH:10]=2)=[S:40])[CH:22]=[C:23]([Si:25]([CH3:28])([CH3:27])[CH3:26])[CH:24]=1, predict the reactants needed to synthesize it. The reactants are: [CH3:1][Si:2]([CH3:30])([CH3:29])[C:3]1[CH:4]=[C:5]([CH:22]=[C:23]([Si:25]([CH3:28])([CH3:27])[CH3:26])[CH:24]=1)[C:6]([NH:8][C:9]1[N:14]=[CH:13][C:12](/[CH:15]=[CH:16]/[C:17]([O:19][CH2:20][CH3:21])=[O:18])=[CH:11][CH:10]=1)=O.COC1C=CC(P2(SP(C3C=CC(OC)=CC=3)(=S)S2)=[S:40])=CC=1.C[Si](C)(C)C1C=C(C(NC2C=CC(C=CC(OCC)=O)=CC=2)=S)C=C([Si](C)(C)C)C=1.